From a dataset of Reaction yield outcomes from USPTO patents with 853,638 reactions. Predict the reaction yield, written as a fraction of the theoretical maximum amount of product (1.0 means a 100% yield; for example, 0.34 means a 34% yield). (1) The reactants are [CH3:1][C:2]1[CH:3]=CC(S(O)(=O)=O)=[CH:6][CH:7]=1.[C:12]1(=[O:17])[CH2:16][CH2:15][CH2:14][CH2:13]1.CC(CCO)=C. The catalyst is C1(C)C=CC=CC=1. The product is [CH3:1][C:2]1[CH2:3][C:12]2([CH2:16][CH2:15][CH2:14][CH2:13]2)[O:17][CH2:6][CH:7]=1. The yield is 0.560. (2) The reactants are [C:1]([N:8]1[CH2:13][CH2:12][CH:11]([C:14]([OH:16])=O)[CH:10]([CH3:17])[CH2:9]1)([O:3][C:4]([CH3:7])([CH3:6])[CH3:5])=[O:2].Cl.[CH3:19][NH:20][O:21][CH3:22].CN1CCOCC1.Cl.C(N=C=NCCCN(C)C)C. The catalyst is C(Cl)Cl. The product is [C:4]([O:3][C:1]([N:8]1[CH2:13][CH2:12][CH:11]([C:14](=[O:16])[N:20]([CH3:19])[O:21][CH3:22])[CH:10]([CH3:17])[CH2:9]1)=[O:2])([CH3:5])([CH3:6])[CH3:7]. The yield is 0.730. (3) The reactants are [C:1]([O:5][C:6]([N:8]1[CH2:13][CH2:12][C:11]([CH2:18][S:19][C:20]2[CH:25]=[CH:24][C:23]([O:26][CH2:27][C:28]#[C:29][CH3:30])=[CH:22][CH:21]=2)([C:14]([NH:16][OH:17])=[O:15])[CH2:10][CH2:9]1)=[O:7])([CH3:4])([CH3:3])[CH3:2].[OH:31]O. The catalyst is CO. The product is [C:1]([O:5][C:6]([N:8]1[CH2:13][CH2:12][C:11]([CH2:18][S:19]([C:20]2[CH:25]=[CH:24][C:23]([O:26][CH2:27][C:28]#[C:29][CH3:30])=[CH:22][CH:21]=2)=[O:31])([C:14]([NH:16][OH:17])=[O:15])[CH2:10][CH2:9]1)=[O:7])([CH3:4])([CH3:3])[CH3:2]. The yield is 0.670. (4) The product is [F:1][C:2]1[CH:3]=[C:4]([NH:10][C:11]2[N:26]=[CH:25][CH:24]=[CH:23][C:12]=2[C:13]([NH:15][C:16]2[CH:21]=[CH:20][C:19]([F:22])=[CH:18][CH:17]=2)=[O:14])[CH:5]=[CH:6][C:7]=1[OH:8]. The catalyst is O. The yield is 0.730. The reactants are [F:1][C:2]1[CH:3]=[C:4]([NH:10][C:11]2[N:26]=[CH:25][CH:24]=[CH:23][C:12]=2[C:13]([NH:15][C:16]2[CH:21]=[CH:20][C:19]([F:22])=[CH:18][CH:17]=2)=[O:14])[CH:5]=[CH:6][C:7]=1[O:8]C.C(Cl)Cl.B(Br)(Br)Br.C([O-])(O)=O.[Na+]. (5) The reactants are [CH3:1][O:2][C:3]1[CH:8]=[CH:7][C:6]([C:9]2([C:12]([OH:14])=[O:13])[CH2:11][CH2:10]2)=[CH:5][CH:4]=1.O.[C:16]1(C)C=CC(S(O)(=O)=O)=CC=1. The catalyst is CO. The product is [CH3:16][O:13][C:12]([C:9]1([C:6]2[CH:5]=[CH:4][C:3]([O:2][CH3:1])=[CH:8][CH:7]=2)[CH2:10][CH2:11]1)=[O:14]. The yield is 0.990.